From a dataset of Reaction yield outcomes from USPTO patents with 853,638 reactions. Predict the reaction yield, written as a fraction of the theoretical maximum amount of product (1.0 means a 100% yield; for example, 0.34 means a 34% yield). (1) The reactants are [CH2:1]([O:3][C:4](=[O:18])[CH2:5][C:6]1[C:10]2[CH:11]=[C:12]([CH:15]=O)[CH:13]=[CH:14][C:9]=2[O:8][C:7]=1[CH3:17])[CH3:2].[CH3:19][NH:20][CH3:21].C(O)(=O)C.[BH3-]C#N.[Na+]. The catalyst is C(O)C. The product is [CH2:1]([O:3][C:4](=[O:18])[CH2:5][C:6]1[C:10]2[CH:11]=[C:12]([CH2:15][N:20]([CH3:21])[CH3:19])[CH:13]=[CH:14][C:9]=2[O:8][C:7]=1[CH3:17])[CH3:2]. The yield is 0.670. (2) The reactants are [F:1][C:2]1[C:7]([NH:8][CH2:9][C:10]2[CH:15]=[C:14]([C:16]3[CH:21]=[CH:20][CH:19]=[C:18]([F:22])[CH:17]=3)[CH:13]=[C:12]([CH3:23])[C:11]=2[O:24][CH3:25])=[C:6]([F:26])[CH:5]=[CH:4][C:3]=1[OH:27].C([O-])([O-])=O.[Cs+].[Cs+].Br[CH2:35][C:36]([O:38][CH2:39][CH3:40])=[O:37]. The catalyst is CC(C)=O.O. The product is [F:1][C:2]1[C:7]([NH:8][CH2:9][C:10]2[CH:15]=[C:14]([C:16]3[CH:21]=[CH:20][CH:19]=[C:18]([F:22])[CH:17]=3)[CH:13]=[C:12]([CH3:23])[C:11]=2[O:24][CH3:25])=[C:6]([F:26])[CH:5]=[CH:4][C:3]=1[O:27][CH2:35][C:36]([O:38][CH2:39][CH3:40])=[O:37]. The yield is 0.860. (3) The reactants are [Cl:1][C:2]1[CH:3]=[C:4]([CH:40]=[CH:41][C:42]=1[O:43][CH:44]([CH3:46])[CH3:45])[C:5]([NH:7][C@@H:8]([CH2:21][C:22]1[CH:27]=[CH:26][C:25]([C:28]2[N:29]=[C:30]3[C:35]([CH:36]([OH:38])[CH3:37])=[CH:34][CH:33]=[CH:32][N:31]3[CH:39]=2)=[CH:24][CH:23]=1)[CH2:9][N:10]1C(=O)C2C(=CC=CC=2)C1=O)=[O:6].O.NN. The catalyst is C(O)C. The product is [NH2:10][CH2:9][C@@H:8]([NH:7][C:5](=[O:6])[C:4]1[CH:40]=[CH:41][C:42]([O:43][CH:44]([CH3:45])[CH3:46])=[C:2]([Cl:1])[CH:3]=1)[CH2:21][C:22]1[CH:27]=[CH:26][C:25]([C:28]2[N:29]=[C:30]3[C:35]([CH:36]([OH:38])[CH3:37])=[CH:34][CH:33]=[CH:32][N:31]3[CH:39]=2)=[CH:24][CH:23]=1. The yield is 1.00. (4) The reactants are [Cl:1][C:2]1[N:7]=[C:6]([NH2:8])[C:5]([O:9][CH3:10])=[C:4](Cl)[N:3]=1.[C:12]([O-:15])(=[O:14])C.[Na+].[CH:17]1C=CC(P(C2C=CC=CC=2)CCCCP(C2C=CC=CC=2)C2C=CC=CC=2)=C[CH:18]=1. The catalyst is C(O)C.C([O-])(=O)C.[Pd+2].C([O-])(=O)C. The product is [CH2:17]([O:15][C:12]([C:4]1[C:5]([O:9][CH3:10])=[C:6]([NH2:8])[N:7]=[C:2]([Cl:1])[N:3]=1)=[O:14])[CH3:18]. The yield is 0.230. (5) The product is [CH3:1][O:2][C:3]1[CH:8]=[CH:7][C:6]([C:14]2[CH:20]=[CH:19][CH:18]=[C:16]([NH2:17])[CH:15]=2)=[CH:5][C:4]=1[CH3:12]. The yield is 0.750. The catalyst is COCCOC.C1C=CC([P]([Pd]([P](C2C=CC=CC=2)(C2C=CC=CC=2)C2C=CC=CC=2)([P](C2C=CC=CC=2)(C2C=CC=CC=2)C2C=CC=CC=2)[P](C2C=CC=CC=2)(C2C=CC=CC=2)C2C=CC=CC=2)(C2C=CC=CC=2)C2C=CC=CC=2)=CC=1. The reactants are [CH3:1][O:2][C:3]1[CH:8]=[CH:7][C:6](B(O)O)=[CH:5][C:4]=1[CH3:12].Br[C:14]1[CH:15]=[C:16]([CH:18]=[CH:19][CH:20]=1)[NH2:17].C([O-])([O-])=O.[Na+].[Na+]. (6) The catalyst is O. The yield is 0.850. The product is [NH2:16][C:13]1[N:14]=[N:15][C:10]([C:4]2[CH:5]=[C:6]([OH:8])[CH:7]=[C:2]([Cl:1])[CH:3]=2)=[C:11]([C:17]2[CH:22]=[CH:21][CH:20]=[CH:19][CH:18]=2)[N:12]=1. The reactants are [Cl:1][C:2]1[CH:3]=[C:4]([C:10]2[N:15]=[N:14][C:13]([NH2:16])=[N:12][C:11]=2[C:17]2[CH:22]=[CH:21][CH:20]=[CH:19][CH:18]=2)[CH:5]=[C:6]([O:8]C)[CH:7]=1.B(Br)(Br)Br. (7) The reactants are [F:1][C:2]1[CH:3]=[C:4]([C:22]2[C:23]([C:28]#[N:29])=[CH:24][CH:25]=[CH:26][CH:27]=2)[CH:5]=[CH:6][C:7]=1[CH2:8][C:9]1[C:10](=[O:21])[NH:11][C:12]2[N:13]([N:18]=[CH:19][N:20]=2)[C:14]=1[CH2:15][CH2:16][CH3:17].I[CH2:31][CH3:32].[C:33](=[O:36])([O-])[O-:34].[K+].[K+].[Cl-].O[NH3+:41].C(=O)([O-])O.[Na+]. The catalyst is C(OCC)(=O)C.CS(C)=O.CN(C)C=O. The product is [CH2:31]([N:11]1[C:10](=[O:21])[C:9]([CH2:8][C:7]2[CH:6]=[CH:5][C:4]([C:22]3[CH:27]=[CH:26][CH:25]=[CH:24][C:23]=3[C:28]3[NH:41][C:33](=[O:36])[O:34][N:29]=3)=[CH:3][C:2]=2[F:1])=[C:14]([CH2:15][CH2:16][CH3:17])[N:13]2[N:18]=[CH:19][N:20]=[C:12]12)[CH3:32]. The yield is 0.0800. (8) The reactants are [CH3:1][C@H:2]1[C@@H:17]([CH3:18])[N:6]2[C:7]3[CH:8]=[C:9]([C:14]([OH:16])=[O:15])[CH:10]=[CH:11][C:12]=3[CH:13]=[C:5]2[C:4](=[O:19])[NH:3]1.[CH:20](O)(C)[CH3:21]. The catalyst is CCCCCCC. The product is [CH3:1][C@H:2]1[C@@H:17]([CH3:18])[N:6]2[C:7]3[CH:8]=[C:9]([C:14]([O:16][CH2:20][CH3:21])=[O:15])[CH:10]=[CH:11][C:12]=3[CH:13]=[C:5]2[C:4](=[O:19])[NH:3]1.[CH3:1][C@@H:2]1[C@H:17]([CH3:18])[N:6]2[C:7]3[CH:8]=[C:9]([C:14]([O:16][CH2:20][CH3:21])=[O:15])[CH:10]=[CH:11][C:12]=3[CH:13]=[C:5]2[C:4](=[O:19])[NH:3]1. The yield is 0.460. (9) The reactants are [F:1][C:2]1[CH:7]=[CH:6][C:5]([OH:8])=[CH:4][CH:3]=1.[C:9](O)([CH3:12])([CH3:11])[CH3:10].S(=O)(=O)(O)O. The catalyst is C(Cl)Cl. The product is [C:9]([C:6]1[CH:7]=[C:2]([F:1])[CH:3]=[CH:4][C:5]=1[OH:8])([CH3:12])([CH3:11])[CH3:10]. The yield is 0.420. (10) The reactants are [CH2:1]([O:3][P:4]([CH:9]=[CH:10][CH:11]1[CH:18]2[CH:14]([O:15]C(C)(C)[O:17]2)[CH:13]([N:21]2[CH:29]=[N:28][C:27]3[C:26](=[O:30])[NH:25][C:24]([NH:31][C:32](=[O:36])[CH:33]([CH3:35])[CH3:34])=[N:23][C:22]2=3)[O:12]1)(=[O:8])[O:5][CH2:6][CH3:7])[CH3:2]. The catalyst is C(O)(C(F)(F)F)=O.O. The product is [CH2:1]([O:3][P:4]([CH:9]=[CH:10][CH:11]1[CH:18]([OH:17])[CH:14]([OH:15])[CH:13]([N:21]2[CH:29]=[N:28][C:27]3[C:26](=[O:30])[NH:25][C:24]([NH:31][C:32](=[O:36])[CH:33]([CH3:34])[CH3:35])=[N:23][C:22]2=3)[O:12]1)(=[O:8])[O:5][CH2:6][CH3:7])[CH3:2]. The yield is 0.864.